Dataset: Reaction yield outcomes from USPTO patents with 853,638 reactions. Task: Predict the reaction yield, written as a fraction of the theoretical maximum amount of product (1.0 means a 100% yield; for example, 0.34 means a 34% yield). (1) The product is [C:25]1([CH2:31][CH2:32][C:33]2[NH:34][C:11](=[O:20])[C:12]([O:13][CH:14]3[CH2:19][CH2:18][CH2:17][CH2:16][O:15]3)=[CH:3][N:35]=2)[CH:30]=[CH:29][CH:28]=[CH:27][CH:26]=1. The catalyst is C(OCC)C.C1COCC1.C(Cl)Cl. The reactants are [H-].[Na+].[CH:3](OCC)=O.C(O[C:11](=[O:20])[CH2:12][O:13][CH:14]1[CH2:19][CH2:18][CH2:17][CH2:16][O:15]1)C.C[Al](C)C.[C:25]1([CH2:31][CH2:32][C:33](=[NH:35])[NH2:34])[CH:30]=[CH:29][CH:28]=[CH:27][CH:26]=1. The yield is 0.350. (2) The reactants are [O:1]1[CH2:6][CH2:5][CH:4]([OH:7])[CH2:3][CH2:2]1.[C:8]1([CH3:18])[CH:13]=[CH:12][C:11]([S:14](Cl)(=[O:16])=[O:15])=[CH:10][CH:9]=1. The catalyst is N1C=CC=CC=1.C(Cl)Cl. The product is [O:1]1[CH2:6][CH2:5][CH:4]([O:7][S:14]([C:11]2[CH:12]=[CH:13][C:8]([CH3:18])=[CH:9][CH:10]=2)(=[O:16])=[O:15])[CH2:3][CH2:2]1. The yield is 0.900. (3) The reactants are [Cl:1][C:2]1[CH:3]=[C:4]2[C:9](=[CH:10][CH:11]=1)[NH:8][C:7](=[O:12])[C:6](I)=[C:5]2[O:14][C:15]1[CH:20]=[CH:19][CH:18]=[CH:17][CH:16]=1.C(O)(=O)C. The catalyst is [Zn].C(O)C. The product is [Cl:1][C:2]1[CH:3]=[C:4]2[C:9](=[CH:10][CH:11]=1)[NH:8][C:7](=[O:12])[CH:6]=[C:5]2[O:14][C:15]1[CH:16]=[CH:17][CH:18]=[CH:19][CH:20]=1. The yield is 0.800. (4) The reactants are Cl.[Br:2][C:3]1[CH:4]=[C:5]([Cl:11])[C:6]([CH2:9][NH2:10])=[N:7][CH:8]=1.CCN(CC)CC.[C:19]1(=O)[O:24][C:22](=[O:23])[C:21]2=[CH:25][CH:26]=[CH:27][CH:28]=[C:20]12. The catalyst is C1(C)C=CC=CC=1. The product is [Br:2][C:3]1[CH:4]=[C:5]([Cl:11])[C:6]([CH2:9][N:10]2[C:22](=[O:23])[C:21]3[C:20](=[CH:28][CH:27]=[CH:26][CH:25]=3)[C:19]2=[O:24])=[N:7][CH:8]=1. The yield is 0.650. (5) The reactants are [Cl:1][C:2]1[CH:10]=[C:6]([C:7]([OH:9])=O)[C:5]([OH:11])=[CH:4][CH:3]=1.[F:12][C:13]([F:26])([F:25])[C:14]1[CH:15]=[C:16]([CH:18]=[C:19]([C:21]([F:24])([F:23])[F:22])[CH:20]=1)[NH2:17].P(Cl)(Cl)Cl.C1(C)C=CC=CC=1. The catalyst is C(OCC)(=O)C. The product is [Cl:1][C:2]1[CH:3]=[CH:4][C:5]([OH:11])=[C:6]([CH:10]=1)[C:7]([NH:17][C:16]1[CH:18]=[C:19]([C:21]([F:22])([F:23])[F:24])[CH:20]=[C:14]([C:13]([F:12])([F:25])[F:26])[CH:15]=1)=[O:9]. The yield is 0.855. (6) The product is [OH:14][CH2:13][C:10]1[CH:11]=[CH:12][C:6]2[S:5][CH2:4][CH2:3][C:2](=[O:1])[NH:8][C:7]=2[CH:9]=1. The catalyst is O1CCCC1. The yield is 0.350. The reactants are [O:1]=[C:2]1[NH:8][C:7]2[CH:9]=[C:10]([C:13](OC)=[O:14])[CH:11]=[CH:12][C:6]=2[S:5][CH2:4][CH2:3]1.[BH4-].[Li+]. (7) The reactants are [CH2:1]([O:5][CH2:6][C@@H:7]([NH:12][C:13]([C@H:15]1[O:17][C@@H:16]1[C:18]([O:20]CC)=[O:19])=[O:14])[CH2:8][CH:9]([CH3:11])[CH3:10])[CH:2]([CH3:4])[CH3:3].[OH-].[Na+]. The catalyst is C(O)C. The product is [CH2:1]([O:5][CH2:6][C@@H:7]([NH:12][C:13]([C@H:15]1[O:17][C@@H:16]1[C:18]([OH:20])=[O:19])=[O:14])[CH2:8][CH:9]([CH3:11])[CH3:10])[CH:2]([CH3:3])[CH3:4]. The yield is 0.931.